From a dataset of Reaction yield outcomes from USPTO patents with 853,638 reactions. Predict the reaction yield, written as a fraction of the theoretical maximum amount of product (1.0 means a 100% yield; for example, 0.34 means a 34% yield). The reactants are Br[C:2]1[CH:3]=[CH:4][C:5]([O:8][CH2:9][C:10]2[C:11]([C:16]3[CH:21]=[CH:20][CH:19]=[CH:18][CH:17]=3)=[N:12][O:13][C:14]=2[CH3:15])=[N:6][CH:7]=1.C([Li])CCC.[CH3:27][S:28]SC. The catalyst is C1COCC1. The product is [CH3:15][C:14]1[O:13][N:12]=[C:11]([C:16]2[CH:21]=[CH:20][CH:19]=[CH:18][CH:17]=2)[C:10]=1[CH2:9][O:8][C:5]1[CH:4]=[CH:3][C:2]([S:28][CH3:27])=[CH:7][N:6]=1. The yield is 0.500.